This data is from Forward reaction prediction with 1.9M reactions from USPTO patents (1976-2016). The task is: Predict the product of the given reaction. Given the reactants [Br:1][C:2]1[CH:3]=[CH:4][C:5]2[O:14][CH2:13][CH2:12][N:11]3[C:7](=[N:8][C:9](I)=[CH:10]3)[C:6]=2[CH:16]=1.[CH3:17][C:18]1[CH:23]=[CH:22][N:21]=[C:20]([Sn](CCCC)(CCCC)CCCC)[CH:19]=1, predict the reaction product. The product is: [Br:1][C:2]1[CH:3]=[CH:4][C:5]2[O:14][CH2:13][CH2:12][N:11]3[C:7](=[N:8][C:9]([C:20]4[CH:19]=[C:18]([CH3:17])[CH:23]=[CH:22][N:21]=4)=[CH:10]3)[C:6]=2[CH:16]=1.